From a dataset of Peptide-MHC class I binding affinity with 185,985 pairs from IEDB/IMGT. Regression. Given a peptide amino acid sequence and an MHC pseudo amino acid sequence, predict their binding affinity value. This is MHC class I binding data. (1) The peptide sequence is DNRTIISLNK. The MHC is Mamu-B8301 with pseudo-sequence Mamu-B8301. The binding affinity (normalized) is 0.859. (2) The peptide sequence is ELLDHLLLF. The MHC is HLA-B51:01 with pseudo-sequence HLA-B51:01. The binding affinity (normalized) is 0.0847. (3) The peptide sequence is RIYSHIAPY. The MHC is HLA-A11:01 with pseudo-sequence HLA-A11:01. The binding affinity (normalized) is 0.666. (4) The peptide sequence is LVGNTLTTC. The MHC is HLA-A02:19 with pseudo-sequence HLA-A02:19. The binding affinity (normalized) is 0.0847.